This data is from Retrosynthesis with 50K atom-mapped reactions and 10 reaction types from USPTO. The task is: Predict the reactants needed to synthesize the given product. (1) Given the product Cc1cccc(C)c1-n1nc(C(C)(C)C)cc1Nc1cccnc1C(=O)O, predict the reactants needed to synthesize it. The reactants are: CCOC(=O)c1ncccc1Nc1cc(C(C)(C)C)nn1-c1c(C)cccc1C. (2) Given the product Cc1c(Cn2cnc3c(Br)cc([N+](=O)[O-])cc32)cccc1C(F)(F)F, predict the reactants needed to synthesize it. The reactants are: Cc1c(CBr)cccc1C(F)(F)F.O=[N+]([O-])c1cc(Br)c2nc[nH]c2c1. (3) Given the product O=C(CCCc1ccc(F)cc1)c1cncn1Cc1ccccc1, predict the reactants needed to synthesize it. The reactants are: OC(CCCc1ccc(F)cc1)c1cncn1Cc1ccccc1. (4) Given the product Cc1cc(Nc2ncnc3ccn(CCNC(=O)CC(C)(C)O)c23)ccc1Oc1cccc(OCC(C)C)c1, predict the reactants needed to synthesize it. The reactants are: CC(C)(O)CC(=O)O.Cc1cc(Nc2ncnc3ccn(CCN)c23)ccc1Oc1cccc(OCC(C)C)c1. (5) Given the product CC(C)(C)OC(=O)N1CCN(C(=O)c2cc(COS(C)(=O)=O)ccc2F)CC1, predict the reactants needed to synthesize it. The reactants are: CC(C)(C)OC(=O)N1CCN(C(=O)c2cc(CO)ccc2F)CC1.CS(=O)(=O)Cl. (6) Given the product COC(=O)c1ccc(N)cc1NC(=O)c1ccc(C(C)(C)C)cc1, predict the reactants needed to synthesize it. The reactants are: COC(=O)c1ccc([N+](=O)[O-])cc1NC(=O)c1ccc(C(C)(C)C)cc1.